Dataset: Forward reaction prediction with 1.9M reactions from USPTO patents (1976-2016). Task: Predict the product of the given reaction. (1) The product is: [C:22]([OH:29])(=[O:28])/[CH:23]=[CH:24]/[C:25]([OH:27])=[O:26].[N:1]1([C:7]2[C:13]3[CH:14]=[CH:15][CH:16]=[CH:17][C:12]=3[S:11][C:10]3[CH:18]=[CH:19][CH:20]=[CH:21][C:9]=3[N:8]=2)[CH2:2][CH2:3][NH:4][CH2:5][CH2:6]1. Given the reactants [N:1]1([C:7]2[C:13]3[CH:14]=[CH:15][CH:16]=[CH:17][C:12]=3[S:11][C:10]3[CH:18]=[CH:19][CH:20]=[CH:21][C:9]=3[N:8]=2)[CH2:6][CH2:5][NH:4][CH2:3][CH2:2]1.[C:22]([OH:29])(=[O:28])/[CH:23]=[CH:24]/[C:25]([OH:27])=[O:26], predict the reaction product. (2) Given the reactants [Na].[CH2:2]([N:9]1[C:13]([N+:14]([O-:16])=[O:15])=[C:12]([C:17]([NH:19][CH:20]([C:26]([O:28][CH2:29][CH3:30])=[O:27])[C:21]([O:23][CH2:24][CH3:25])=[O:22])=[O:18])[N:11]=[CH:10]1)[C:3]1[CH:8]=[CH:7][CH:6]=[CH:5][CH:4]=1.BrBr.[CH3:33][OH:34], predict the reaction product. The product is: [CH3:33][O:34][C:20]([NH:19][C:17]([C:12]1[N:11]=[CH:10][N:9]([CH2:2][C:3]2[CH:4]=[CH:5][CH:6]=[CH:7][CH:8]=2)[C:13]=1[N+:14]([O-:16])=[O:15])=[O:18])([C:26]([O:28][CH2:29][CH3:30])=[O:27])[C:21]([O:23][CH2:24][CH3:25])=[O:22]. (3) Given the reactants [CH:1]1[CH:2]=[CH:3][C:4]([CH:7]([N:15]2[CH2:20][CH2:19][N:18]([CH2:21][CH2:22][O:23][CH2:24][C:25]([OH:27])=[O:26])[CH2:17][CH2:16]2)[C:8]2[CH:9]=[CH:10][C:11]([Cl:14])=[CH:12][CH:13]=2)=[CH:5][CH:6]=1.Cl.Cl.C(O)[C@H]1O[C@@H]2O[C@H]3[C@H](O)[C@@H](O)[C@@H](O[C@H]4[C@H](O)[C@@H](O)[C@@H](O[C@H]5[C@H](O)[C@@H](O)[C@@H](O[C@H]6[C@H](O)[C@@H](O)[C@@H](O[C@H]7[C@H](O)[C@@H](O)[C@@H](O[C@H]8[C@H](O)[C@@H](O)[C@@H](O[C@H]1[C@H](O)[C@H]2O)O[C@@H]8CO)O[C@@H]7CO)O[C@@H]6CO)O[C@@H]5CO)O[C@@H]4CO)O[C@@H]3CO.C([O-])(=O)CCC([O-])=O.[Na+].[Na+], predict the reaction product. The product is: [CH:1]1[CH:2]=[CH:3][C:4]([CH:7]([N:15]2[CH2:20][CH2:19][N:18]([CH2:21][CH2:22][O:23][CH2:24][C:25]([OH:27])=[O:26])[CH2:17][CH2:16]2)[C:8]2[CH:9]=[CH:10][C:11]([Cl:14])=[CH:12][CH:13]=2)=[CH:5][CH:6]=1. (4) Given the reactants [C:1]([O:7][CH2:8][CH3:9])(=[O:6])[CH2:2][C:3]([CH3:5])=O.[Cl:10][C:11]1[C:18]([Cl:19])=[CH:17][CH:16]=[CH:15][C:12]=1[CH:13]=O.[NH4+:20].[OH-:21], predict the reaction product. The product is: [Cl:10][C:11]1[C:18]([Cl:19])=[CH:17][CH:16]=[CH:15][C:12]=1[CH:13]1[C:2]([C:1]([O:7][CH2:8][CH3:9])=[O:6])=[C:3]([CH3:5])[NH:20][C:3]([CH3:5])=[C:2]1[C:1]([O:7][CH2:8][CH3:9])=[O:21].